Dataset: Full USPTO retrosynthesis dataset with 1.9M reactions from patents (1976-2016). Task: Predict the reactants needed to synthesize the given product. Given the product [C:1]1(/[CH:7]=[CH:8]\[C:9]([OH:11])=[O:10])[CH:6]=[CH:5][CH:4]=[CH:3][CH:2]=1, predict the reactants needed to synthesize it. The reactants are: [C:1]1(/[CH:7]=[CH:8]\[C:9]([O:11]C)=[O:10])[CH:6]=[CH:5][CH:4]=[CH:3][CH:2]=1.[OH-].[Li+].Cl.